Dataset: Full USPTO retrosynthesis dataset with 1.9M reactions from patents (1976-2016). Task: Predict the reactants needed to synthesize the given product. (1) The reactants are: [Br:1][C:2]1[CH:3]=[N:4][C:5]([CH3:8])=[N:6][CH:7]=1.CC(N=NC(C#N)(C)C)(C#N)C.C1C(=O)N([Br:28])C(=O)C1.C(Cl)Cl. Given the product [Br:1][C:2]1[CH:3]=[N:4][C:5]([CH2:8][Br:28])=[N:6][CH:7]=1, predict the reactants needed to synthesize it. (2) Given the product [Cl:14][C:15]1[N:20]=[C:19]([N:1]2[C:9]3[C:4](=[CH:5][CH:6]=[CH:7][C:8]=3[C:10]([O:12][CH3:13])=[O:11])[CH2:3][CH2:2]2)[C:18]([N+:22]([O-:24])=[O:23])=[CH:17][N:16]=1, predict the reactants needed to synthesize it. The reactants are: [NH:1]1[C:9]2[C:4](=[CH:5][CH:6]=[CH:7][C:8]=2[C:10]([O:12][CH3:13])=[O:11])[CH2:3][CH2:2]1.[Cl:14][C:15]1[N:20]=[C:19](Cl)[C:18]([N+:22]([O-:24])=[O:23])=[CH:17][N:16]=1.CCN(C(C)C)C(C)C. (3) Given the product [CH2:15]([O:17][C:18]1[CH:19]=[C:20]([C:27]2[S:28][CH:29]=[C:30]([CH2:32][CH2:33][CH:34]([C:2]3[C:7]([O:8][CH3:9])=[CH:6][CH:5]=[CH:4][N:3]=3)[OH:35])[N:31]=2)[CH:21]=[CH:22][C:23]=1[O:24][CH2:25][CH3:26])[CH3:16], predict the reactants needed to synthesize it. The reactants are: Br[C:2]1[C:7]([O:8][CH3:9])=[CH:6][CH:5]=[CH:4][N:3]=1.C([Li])CCC.[CH2:15]([O:17][C:18]1[CH:19]=[C:20]([C:27]2[S:28][CH:29]=[C:30]([CH2:32][CH2:33][CH:34]=[O:35])[N:31]=2)[CH:21]=[CH:22][C:23]=1[O:24][CH2:25][CH3:26])[CH3:16].[Cl-].[NH4+]. (4) Given the product [CH3:19][O:20][CH:21]1[CH2:22][CH2:23][N:24]([C:27]2[N:32]=[C:31]([NH:33][C:2]3[N:7]=[CH:6][C:5]4[NH:10][CH:9]=[N:8][C:4]=4[CH:3]=3)[CH:30]=[CH:29][N:28]=2)[CH2:25][CH2:26]1, predict the reactants needed to synthesize it. The reactants are: Cl[C:2]1[N:7]=[C:6]2[N:8](COCC[Si](C)(C)C)[CH:9]=[N:10][C:5]2=[CH:4][CH:3]=1.[CH3:19][O:20][CH:21]1[CH2:26][CH2:25][N:24]([C:27]2[N:32]=[C:31]([NH2:33])[CH:30]=[CH:29][N:28]=2)[CH2:23][CH2:22]1.CC(C)([O-])C.[Na+]. (5) Given the product [CH2:11]([O:10][C:7]1[CH:8]=[CH:9][C:4]([O:38][CH:23]2[CH2:22][CH2:21][NH:20][CH2:19][CH2:24]2)=[N:5][CH:6]=1)[C:12]1[CH:17]=[CH:16][CH:15]=[CH:14][CH:13]=1, predict the reactants needed to synthesize it. The reactants are: [H-].[Na+].Cl[C:4]1[CH:9]=[CH:8][C:7]([O:10][CH2:11][C:12]2[CH:17]=[CH:16][CH:15]=[CH:14][CH:13]=2)=[CH:6][N:5]=1.Cl[C:19]1[CH:24]=[CH:23][C:22](O)=[CH:21][N:20]=1.C(Br)C1C=CC=CC=1.CN(C=[O:38])C.